From a dataset of Reaction yield outcomes from USPTO patents with 853,638 reactions. Predict the reaction yield, written as a fraction of the theoretical maximum amount of product (1.0 means a 100% yield; for example, 0.34 means a 34% yield). The reactants are [CH:1]1[CH2:6][CH2:5][CH:4]=[CH:3][CH:2]=1.[C:7]1([S:13](/[CH:16]=[CH:17]/[S:18]([C:21]2[CH:26]=[CH:25][CH:24]=[CH:23][CH:22]=2)(=[O:20])=[O:19])(=[O:15])=[O:14])[CH:12]=[CH:11][CH:10]=[CH:9][CH:8]=1. The catalyst is C1(C)C=CC=CC=1. The product is [C:7]1([S:13]([CH:16]2[CH:17]([S:18]([C:21]3[CH:22]=[CH:23][CH:24]=[CH:25][CH:26]=3)(=[O:20])=[O:19])[CH:3]3[CH2:4][CH2:5][CH:6]2[CH:1]=[CH:2]3)(=[O:14])=[O:15])[CH:8]=[CH:9][CH:10]=[CH:11][CH:12]=1. The yield is 0.900.